This data is from Catalyst prediction with 721,799 reactions and 888 catalyst types from USPTO. The task is: Predict which catalyst facilitates the given reaction. (1) Reactant: [OH:1][CH2:2][CH:3]1[O:20][C:7]2([CH2:12][CH2:11][N:10]([C:13]([O:15][C:16]([CH3:19])([CH3:18])[CH3:17])=[O:14])[CH2:9][CH2:8]2)[CH2:6][N:5]([C:21]2[N:26]=[CH:25][CH:24]=[CH:23][N:22]=2)[CH2:4]1.C(N(CC)CC)C.[S:34](Cl)([C:37]1[CH:43]=[CH:42][C:40]([CH3:41])=[CH:39][CH:38]=1)(=[O:36])=[O:35]. Product: [N:26]1[CH:25]=[CH:24][CH:23]=[N:22][C:21]=1[N:5]1[CH2:6][C:7]2([CH2:12][CH2:11][N:10]([C:13]([O:15][C:16]([CH3:19])([CH3:18])[CH3:17])=[O:14])[CH2:9][CH2:8]2)[O:20][CH:3]([CH2:2][O:1][S:34]([C:37]2[CH:43]=[CH:42][C:40]([CH3:41])=[CH:39][CH:38]=2)(=[O:36])=[O:35])[CH2:4]1. The catalyst class is: 112. (2) Reactant: [CH:1]1[C:14]2[C:5](=[CH:6][C:7]3[C:12]([C:13]=2[CH2:15][N:16]2[CH2:21][CH2:20][N:19]([CH2:22][C:23](OCC)=[O:24])[CH2:18][CH2:17]2)=[CH:11][CH:10]=[CH:9][CH:8]=3)[CH:4]=[CH:3][CH:2]=1.[NH2:28][NH2:29]. Product: [CH:11]1[C:12]2[C:7](=[CH:6][C:5]3[C:14]([C:13]=2[CH2:15][N:16]2[CH2:21][CH2:20][N:19]([CH2:22][C:23]([NH:28][NH2:29])=[O:24])[CH2:18][CH2:17]2)=[CH:1][CH:2]=[CH:3][CH:4]=3)[CH:8]=[CH:9][CH:10]=1. The catalyst class is: 8. (3) Reactant: [CH3:1][S:2][C:3]1[N:4]2[CH:14]=[N:13][C:12]([S:15][CH3:16])=[C:5]2[S:6][C:7]=1[Si](C)(C)C.[F-].C([N+](CCCC)(CCCC)CCCC)CCC.C1COCC1. Product: [CH3:1][S:2][C:3]1[N:4]2[CH:14]=[N:13][C:12]([S:15][CH3:16])=[C:5]2[S:6][CH:7]=1. The catalyst class is: 220. (4) Reactant: [CH2:1]([O:8][C:9]([NH:11][CH2:12][CH2:13][CH:14]([C:22](=[O:37])[CH2:23][CH2:24][C:25]1[CH:30]=[CH:29][C:28]([C:31]2[CH:36]=[CH:35][CH:34]=[CH:33][CH:32]=2)=[CH:27][CH:26]=1)[C:15]([O:17][C:18]([CH3:21])([CH3:20])[CH3:19])=[O:16])=[O:10])[C:2]1[CH:7]=[CH:6][CH:5]=[CH:4][CH:3]=1.[BH4-].[Na+]. Product: [CH2:1]([O:8][C:9]([NH:11][CH2:12][CH2:13][CH:14]([CH:22]([OH:37])[CH2:23][CH2:24][C:25]1[CH:26]=[CH:27][C:28]([C:31]2[CH:32]=[CH:33][CH:34]=[CH:35][CH:36]=2)=[CH:29][CH:30]=1)[C:15]([O:17][C:18]([CH3:19])([CH3:20])[CH3:21])=[O:16])=[O:10])[C:2]1[CH:7]=[CH:6][CH:5]=[CH:4][CH:3]=1. The catalyst class is: 5. (5) Reactant: [CH3:1][C:2]1[CH:7]=[CH:6][CH:5]=[C:4]([N+:8]([O-:10])=[O:9])[C:3]=1[NH:11][CH:12]=[O:13].C(=O)([O-])[O-].[K+].[K+].[I-].[K+].Br[CH2:23][C:24]([O:26][CH2:27][CH3:28])=[O:25]. Product: [CH:12]([N:11]([C:3]1[C:4]([N+:8]([O-:10])=[O:9])=[CH:5][CH:6]=[CH:7][C:2]=1[CH3:1])[CH2:23][C:24]([O:26][CH2:27][CH3:28])=[O:25])=[O:13]. The catalyst class is: 9.